Predict the reactants needed to synthesize the given product. From a dataset of Full USPTO retrosynthesis dataset with 1.9M reactions from patents (1976-2016). (1) Given the product [C:19]([NH:18][C:5]1[CH:6]=[CH:7][C:8]([O:10][C:11]2[CH:16]=[CH:15][CH:14]=[CH:13][C:12]=2[NH:17][CH2:26][CH2:27][CH3:28])=[CH:9][C:4]=1[C:3]([OH:2])=[O:23])(=[O:22])[CH2:20][CH3:21], predict the reactants needed to synthesize it. The reactants are: C[O:2][C:3](=[O:23])[C:4]1[CH:9]=[C:8]([O:10][C:11]2[CH:16]=[CH:15][CH:14]=[CH:13][C:12]=2[NH2:17])[CH:7]=[CH:6][C:5]=1[NH:18][C:19](=[O:22])[CH2:20][CH3:21].CO[C:26](=O)[C:27]1C=C(SC2C=CC=CC=2N)C=C[C:28]=1NC(=O)CC. (2) Given the product [Cl:1][C:2]1[C:7]([CH:8]=[N:14][OH:15])=[C:6]([Cl:10])[N:5]=[C:4]([S:11][CH3:12])[N:3]=1, predict the reactants needed to synthesize it. The reactants are: [Cl:1][C:2]1[C:7]([CH:8]=O)=[C:6]([Cl:10])[N:5]=[C:4]([S:11][CH3:12])[N:3]=1.Cl.[NH2:14][OH:15].C(O)(=O)C. (3) Given the product [Cl:22][C:5]1[C:6]([C:8]([NH:10][CH2:11][C:12]23[CH2:19][CH:18]4[CH2:17][CH:16]([CH2:15][CH:14]([CH2:20]4)[CH2:13]2)[CH2:21]3)=[O:9])=[CH:7][C:2]([C:30]2[CH:31]=[C:26]([CH:27]=[CH:28][CH:29]=2)[C:23]([OH:25])=[O:24])=[N:3][CH:4]=1, predict the reactants needed to synthesize it. The reactants are: Cl[C:2]1[CH:7]=[C:6]([C:8]([NH:10][CH2:11][C:12]23[CH2:21][CH:16]4[CH2:17][CH:18]([CH2:20][CH:14]([CH2:15]4)[CH2:13]2)[CH2:19]3)=[O:9])[C:5]([Cl:22])=[CH:4][N:3]=1.[C:23]([C:26]1[CH:27]=[C:28](B(O)O)[CH:29]=[CH:30][CH:31]=1)([OH:25])=[O:24].C(=O)([O-])[O-].[K+].[K+]. (4) Given the product [Cl:1][C:2]1[CH:7]=[CH:6][C:5]([S:8]([C:11]2([C:26]3[CH:31]=[C:30]([F:32])[CH:29]=[CH:28][C:27]=3[F:33])[CH2:12][CH2:13][CH:14]([CH2:17][S:18]([N:21]3[CH2:24][CH:23]([O:25][S:42]([CH3:41])(=[O:44])=[O:43])[CH2:22]3)(=[O:19])=[O:20])[CH2:15][CH2:16]2)(=[O:10])=[O:9])=[CH:4][CH:3]=1, predict the reactants needed to synthesize it. The reactants are: [Cl:1][C:2]1[CH:7]=[CH:6][C:5]([S:8]([C:11]2([C:26]3[CH:31]=[C:30]([F:32])[CH:29]=[CH:28][C:27]=3[F:33])[CH2:16][CH2:15][CH:14]([CH2:17][S:18]([N:21]3[CH2:24][CH:23]([OH:25])[CH2:22]3)(=[O:20])=[O:19])[CH2:13][CH2:12]2)(=[O:10])=[O:9])=[CH:4][CH:3]=1.C(N(CC)CC)C.[CH3:41][S:42](Cl)(=[O:44])=[O:43].C(OCC)(=O)C. (5) Given the product [NH2:8][C@@H:9]([CH2:38][C:39]1[CH:40]=[CH:41][C:42]([C:45]([F:47])([F:46])[F:48])=[CH:43][CH:44]=1)[CH2:10][NH:11][C:12]1[S:13][C:14]([C:21]2[CH:22]=[C:23]3[C:28](=[CH:29][CH:30]=2)[CH:27]=[N:26][CH:25]=[CH:24]3)=[C:15]([C:17]([NH:49][CH2:50][CH2:51][OH:52])=[O:19])[N:16]=1, predict the reactants needed to synthesize it. The reactants are: C(OC([NH:8][C@@H:9]([CH2:38][C:39]1[CH:44]=[CH:43][C:42]([C:45]([F:48])([F:47])[F:46])=[CH:41][CH:40]=1)[CH2:10][N:11](C(OC(C)(C)C)=O)[C:12]1[S:13][C:14]([C:21]2[CH:22]=[C:23]3[C:28](=[CH:29][CH:30]=2)[CH:27]=[N:26][CH:25]=[CH:24]3)=[C:15]([C:17]([O:19]C)=O)[N:16]=1)=O)(C)(C)C.[NH2:49][CH2:50][CH2:51][OH:52].C(O)(C(F)(F)F)=O. (6) Given the product [C:1]([O:5][C:6](=[O:26])[NH:7][C:8]1[CH:13]=[C:12]([N:14]([CH:16]2[CH2:17][CH2:18]2)[CH3:15])[C:11]([C:19]([F:22])([F:21])[F:20])=[CH:10][C:9]=1[NH2:23])([CH3:4])([CH3:2])[CH3:3], predict the reactants needed to synthesize it. The reactants are: [C:1]([O:5][C:6](=[O:26])[NH:7][C:8]1[CH:13]=[C:12]([N:14]([CH:16]2[CH2:18][CH2:17]2)[CH3:15])[C:11]([C:19]([F:22])([F:21])[F:20])=[CH:10][C:9]=1[N+:23]([O-])=O)([CH3:4])([CH3:3])[CH3:2].O.O.Cl[Sn]Cl. (7) Given the product [Cl:1][C:2]1[CH:7]=[CH:6][CH:5]=[C:4]([Cl:8])[C:3]=1[N:9]1[C:18](=[O:33])[NH:19][C:20]([C:21]2[CH:26]=[CH:25][C:24]([N+:27]([O-:29])=[O:28])=[C:23]([O:30][CH3:31])[CH:22]=2)=[N:10]1, predict the reactants needed to synthesize it. The reactants are: [Cl:1][C:2]1[CH:7]=[CH:6][CH:5]=[C:4]([Cl:8])[C:3]=1[N:9]([C:18](=[O:33])[NH:19][C:20](=O)[C:21]1[CH:26]=[CH:25][C:24]([N+:27]([O-:29])=[O:28])=[C:23]([O:30][CH3:31])[CH:22]=1)[NH:10]C(OC(C)(C)C)=O.FC(F)(F)C(O)=O. (8) Given the product [Si:1]([O:8][C:9]1[CH:10]=[CH:11][C:12]([CH2:13][CH:14]([C:41]([OH:43])=[O:42])[C:15]([C@H:27]2[CH2:28][CH2:29][C@@H:30]([O:33][Si:34]([C:37]([CH3:38])([CH3:39])[CH3:40])([CH3:36])[CH3:35])[CH2:31][CH2:32]2)([OH:26])[C:16]([OH:18])=[O:17])=[CH:51][CH:52]=1)([C:4]([CH3:5])([CH3:6])[CH3:7])([CH3:3])[CH3:2], predict the reactants needed to synthesize it. The reactants are: [Si:1]([O:8][C:9]1[CH:52]=[CH:51][C:12]([CH2:13][CH:14]([C:41]([O:43]CC2C=CC=CC=2)=[O:42])[C:15]([C@H:27]2[CH2:32][CH2:31][C@@H:30]([O:33][Si:34]([C:37]([CH3:40])([CH3:39])[CH3:38])([CH3:36])[CH3:35])[CH2:29][CH2:28]2)([OH:26])[C:16]([O:18]CC2C=CC=CC=2)=[O:17])=[CH:11][CH:10]=1)([C:4]([CH3:7])([CH3:6])[CH3:5])([CH3:3])[CH3:2].[H][H].